This data is from Forward reaction prediction with 1.9M reactions from USPTO patents (1976-2016). The task is: Predict the product of the given reaction. (1) Given the reactants [CH:1]1([C@@H:7]([NH:9][C:10]([C:12]2[C:21]3[C:16](=[CH:17][CH:18]=[CH:19][CH:20]=3)[N:15]=[C:14]([C:22]3[S:23][CH:24]=[CH:25][CH:26]=3)[C:13]=2[CH2:27][N:28]2[CH2:33][CH2:32][NH:31][CH2:30][CH2:29]2)=[O:11])[CH3:8])[CH2:6][CH2:5][CH2:4][CH2:3][CH2:2]1.CN(C)CCCN=C=NCC.[C:45](O)(=[O:48])[CH2:46][OH:47].ON1C2C=CC=CC=2N=N1.C(N(CC)CC)C, predict the reaction product. The product is: [CH:1]1([C@@H:7]([NH:9][C:10]([C:12]2[C:21]3[C:16](=[CH:17][CH:18]=[CH:19][CH:20]=3)[N:15]=[C:14]([C:22]3[S:23][CH:24]=[CH:25][CH:26]=3)[C:13]=2[CH2:27][N:28]2[CH2:29][CH2:30][N:31]([C:46](=[O:47])[CH2:45][OH:48])[CH2:32][CH2:33]2)=[O:11])[CH3:8])[CH2:6][CH2:5][CH2:4][CH2:3][CH2:2]1. (2) Given the reactants O=[C:2]([C:16]1[CH:21]=[CH:20][CH:19]=[CH:18][CH:17]=1)[CH:3]([C:10]1[CH:15]=[CH:14][N:13]=[CH:12][CH:11]=1)[CH2:4][C:5](OCC)=[O:6].[NH2:22][NH2:23], predict the reaction product. The product is: [C:16]1([C:2]2[CH:3]([C:10]3[CH:15]=[CH:14][N:13]=[CH:12][CH:11]=3)[CH2:4][C:5](=[O:6])[NH:22][N:23]=2)[CH:21]=[CH:20][CH:19]=[CH:18][CH:17]=1. (3) Given the reactants [CH3:1][CH:2]([S:4]([C:7]1[CH:12]=[CH:11][C:10](B(O)O)=[CH:9][CH:8]=1)(=[O:6])=[O:5])[CH3:3].Br[C:17]1[N:22]=[CH:21][C:20]([OH:23])=[CH:19][CH:18]=1.C([O-])([O-])=O.[Na+].[Na+], predict the reaction product. The product is: [CH3:1][CH:2]([S:4]([C:7]1[CH:12]=[CH:11][C:10]([C:17]2[N:22]=[CH:21][C:20]([OH:23])=[CH:19][CH:18]=2)=[CH:9][CH:8]=1)(=[O:6])=[O:5])[CH3:3]. (4) Given the reactants [CH2:1]([O:8][C:9]1[C:16]([C:17]([CH3:20])([CH3:19])[CH3:18])=[CH:15][CH:14]=[CH:13][C:10]=1[CH:11]=O)[C:2]1[CH:7]=[CH:6][CH:5]=[CH:4][CH:3]=1.[CH3:21][O:22][C:23]1[C:24]([NH2:29])=[CH:25][CH:26]=[CH:27][CH:28]=1.[C:30]1(C)C=CC(S(O)(=O)=O)=CC=1.C[Mg+].[Br-], predict the reaction product. The product is: [CH2:1]([O:8][C:9]1[C:16]([C:17]([CH3:20])([CH3:19])[CH3:18])=[CH:15][CH:14]=[CH:13][C:10]=1[CH:11]([NH:29][C:24]1[CH:25]=[CH:26][CH:27]=[CH:28][C:23]=1[O:22][CH3:21])[CH3:30])[C:2]1[CH:7]=[CH:6][CH:5]=[CH:4][CH:3]=1. (5) The product is: [CH:13]1([C:18]([NH:1][C@H:2]([C:10]([OH:12])=[O:11])[CH2:3][CH2:4][CH2:5][NH:6][C:7](=[NH:8])[NH2:9])=[O:19])[CH2:17][CH2:16][CH2:15][CH2:14]1. Given the reactants [NH2:1][C@H:2]([C:10]([OH:12])=[O:11])[CH2:3][CH2:4][CH2:5][NH:6][C:7](=[NH:9])[NH2:8].[CH:13]1([C:18](Cl)=[O:19])[CH2:17][CH2:16][CH2:15][CH2:14]1.Cl, predict the reaction product. (6) Given the reactants [F:1][C:2]1[CH:7]=[C:6]([I:8])[CH:5]=[CH:4][C:3]=1[NH:9][C:10]1[N:15]([CH3:16])[C:14](=[O:17])[C:13]2[CH:18]=[C:19]([CH3:21])[O:20][C:12]=2[C:11]=1[C:22]([O:24]C)=[O:23].C([O-])([O-])=O.[K+:30].[K+].O, predict the reaction product. The product is: [F:1][C:2]1[CH:7]=[C:6]([I:8])[CH:5]=[CH:4][C:3]=1[NH:9][C:10]1[N:15]([CH3:16])[C:14](=[O:17])[C:13]2[CH:18]=[C:19]([CH3:21])[O:20][C:12]=2[C:11]=1[C:22]([O-:24])=[O:23].[K+:30].